Dataset: Forward reaction prediction with 1.9M reactions from USPTO patents (1976-2016). Task: Predict the product of the given reaction. (1) Given the reactants [CH2:1]([O:3][C:4]([C@@H:6]1[CH2:11][C:10](OS(C(F)(F)F)(=O)=O)=[CH:9][CH2:8][N:7]1[C:20]1[CH:25]=[CH:24][C:23]([O:26][CH3:27])=[CH:22][CH:21]=1)=[O:5])[CH3:2].[CH3:28][O:29][C:30]1[CH:35]=[CH:34][C:33](B(O)O)=[CH:32][CH:31]=1.[Cl-].[Li+].C(=O)([O-])[O-].[Na+].[Na+], predict the reaction product. The product is: [CH2:1]([O:3][C:4]([C@@H:6]1[CH2:11][C:10]([C:33]2[CH:34]=[CH:35][C:30]([O:29][CH3:28])=[CH:31][CH:32]=2)=[CH:9][CH2:8][N:7]1[C:20]1[CH:25]=[CH:24][C:23]([O:26][CH3:27])=[CH:22][CH:21]=1)=[O:5])[CH3:2]. (2) The product is: [Cl:16][C:17]1[CH:22]=[C:21]([Cl:23])[CH:20]=[CH:19][C:18]=1[C:24]1[O:30][C:27]([CH:28]=[C:6]2[CH2:5][CH2:4][CH2:3][N:2]=[C:7]2[C:9]2[CH:10]=[N:11][CH:12]=[CH:13][CH:14]=2)=[CH:26][CH:25]=1. Given the reactants [Cl-].[NH3+:2][CH2:3][CH2:4][CH2:5][CH2:6][C:7]([C:9]1[CH:10]=[NH+:11][CH:12]=[CH:13][CH:14]=1)=O.[Cl-].[Cl:16][C:17]1[CH:22]=[C:21]([Cl:23])[CH:20]=[CH:19][C:18]=1[C:24]1[O:30][C:27]([CH:28]=O)=[CH:26][CH:25]=1, predict the reaction product. (3) Given the reactants [Si]([O:8][CH:9]1[CH2:14][CH2:13][N:12]([C:15]2[CH:16]=[N:17][C:18]3[C:23]([CH:24]=2)=[CH:22][C:21]([S:25][C:26]2[N:30]4[CH:31]=[C:32]([C:35]([O:37]CC)=[CH2:36])[CH:33]=[CH:34][C:29]4=[N:28][N:27]=2)=[CH:20][CH:19]=3)[CH2:11][CH2:10]1)(C(C)(C)C)(C)C.Cl.C([O-])(O)=O.[Na+], predict the reaction product. The product is: [OH:8][CH:9]1[CH2:10][CH2:11][N:12]([C:15]2[CH:16]=[N:17][C:18]3[C:23]([CH:24]=2)=[CH:22][C:21]([S:25][C:26]2[N:30]4[CH:31]=[C:32]([C:35](=[O:37])[CH3:36])[CH:33]=[CH:34][C:29]4=[N:28][N:27]=2)=[CH:20][CH:19]=3)[CH2:13][CH2:14]1. (4) Given the reactants [F:1][C:2]1[CH:7]=[C:6]([F:8])[CH:5]=[CH:4][C:3]=1[CH2:9][NH:10][C:11]([C:13]1[C:14](=[O:36])[C:15]([OH:35])=[C:16]2[C:32](=[O:33])[N:20]3[C@@H:21]([CH3:31])[CH2:22][CH2:23][N:24]([CH2:25][C:26]4[O:27][CH:28]=[CH:29][CH:30]=4)[C@@H:19]3[CH2:18][N:17]2[CH:34]=1)=[O:12].N[C@@H](C)CCN[CH2:42][C:43]1O[CH:45]=[CH:46][CH:47]=1.[C:49]([OH:52])(=O)[CH3:50].[Cl:53]CCl, predict the reaction product. The product is: [ClH:53].[ClH:53].[NH2:20][C@@H:21]([CH3:31])[CH2:22][CH2:23][NH:24][CH2:25][C:26]1[O:27][CH:28]=[CH:29][CH:30]=1.[F:1][C:2]1[CH:7]=[C:6]([F:8])[CH:5]=[CH:4][C:3]=1[CH2:9][NH:10][C:11]([C:13]1[C:14](=[O:36])[C:15]([OH:35])=[C:16]2[C:32](=[O:33])[N:20]3[C@@H:21]([CH3:31])[CH2:22][CH2:23][N:24]([CH2:25][C:26]4[O:27][CH:28]=[CH:29][CH:30]=4)[C@@H:19]3[CH2:18][N:17]2[CH:34]=1)=[O:12].[F:1][C:2]1[CH:7]=[C:6]([F:8])[CH:5]=[CH:4][C:3]=1[CH2:9][NH:10][C:11]([C:13]1[C:14](=[O:36])[C:15]([O:52][CH2:49][C:50]2[CH:45]=[CH:46][CH:47]=[CH:43][CH:42]=2)=[C:16]2[C:32](=[O:33])[N:20]3[C@@H:21]([CH3:31])[CH2:22][CH2:23][N:24]([CH2:25][C:26]4[O:27][CH:28]=[CH:29][CH:30]=4)[C@@H:19]3[CH2:18][N:17]2[CH:34]=1)=[O:12]. (5) Given the reactants [F:1][C:2]([F:31])([F:30])[O:3][C:4]1[CH:29]=[CH:28][C:7]([CH2:8][C@:9]23[CH2:16][C@H:15]([NH2:17])[CH2:14][N:13]2[C:12](=[O:18])[N:11]([C:19]2[CH:24]=[C:23]([Cl:25])[N:22]=[C:21]([Cl:26])[CH:20]=2)[C:10]3=[O:27])=[CH:6][CH:5]=1.C([O-])(=O)C.[Na+].CO[C:39]1O[C:41](OC)=[CH:42][CH:43]=1.C([O-])(O)=O.[Na+], predict the reaction product. The product is: [F:31][C:2]([F:30])([F:1])[O:3][C:4]1[CH:29]=[CH:28][C:7]([CH2:8][C@:9]23[CH2:16][C@H:15]([N:17]4[CH:39]=[CH:43][CH:42]=[CH:41]4)[CH2:14][N:13]2[C:12](=[O:18])[N:11]([C:19]2[CH:24]=[C:23]([Cl:25])[N:22]=[C:21]([Cl:26])[CH:20]=2)[C:10]3=[O:27])=[CH:6][CH:5]=1.